Dataset: Reaction yield outcomes from USPTO patents with 853,638 reactions. Task: Predict the reaction yield, written as a fraction of the theoretical maximum amount of product (1.0 means a 100% yield; for example, 0.34 means a 34% yield). The yield is 1.00. The product is [CH3:20][S:21]([O:12][CH2:11][CH2:10][O:9][C:4]1[C:5]([Cl:8])=[N:6][CH:7]=[C:2]([Br:1])[CH:3]=1)(=[O:23])=[O:22]. The reactants are [Br:1][C:2]1[CH:3]=[C:4]([O:9][CH2:10][CH2:11][OH:12])[C:5]([Cl:8])=[N:6][CH:7]=1.C(N(CC)CC)C.[CH3:20][S:21](Cl)(=[O:23])=[O:22]. The catalyst is C(Cl)Cl.